From a dataset of Full USPTO retrosynthesis dataset with 1.9M reactions from patents (1976-2016). Predict the reactants needed to synthesize the given product. (1) Given the product [C:1]([C:3]1[CH:4]=[CH:5][C:6]([CH2:7][NH:8][C:9]([C:11]2[N:16]=[CH:15][N:14]=[C:13]([NH:41][C:44](=[O:29])[O:50][C:46]([CH3:49])([CH3:48])[CH3:47])[CH:12]=2)=[O:10])=[CH:20][CH:21]=1)#[N:2], predict the reactants needed to synthesize it. The reactants are: [C:1]([C:3]1[CH:21]=[CH:20][C:6]([CH2:7][NH:8][C:9]([C:11]2[N:16]=[CH:15][N:14]=[C:13](C(O)=O)[CH:12]=2)=[O:10])=[CH:5][CH:4]=1)#[N:2].C1(P(N=[N+]=[N-])(C2C=CC=CC=2)=[O:29])C=CC=CC=1.C([N:41]([CH2:44]C)CC)C.[C:46]([OH:50])([CH3:49])([CH3:48])[CH3:47]. (2) Given the product [CH3:11][C:8]1[CH:9]=[CH:10][C:2]([N:13]2[N:14]=[CH:15][CH:16]=[N:12]2)=[C:3]([CH:7]=1)[C:4]([OH:6])=[O:5], predict the reactants needed to synthesize it. The reactants are: Br[C:2]1[CH:10]=[CH:9][C:8]([CH3:11])=[CH:7][C:3]=1[C:4]([OH:6])=[O:5].[NH:12]1[CH:16]=[CH:15][N:14]=[N:13]1.CN[C@H]1CCCC[C@@H]1NC.C([O-])([O-])=O.[Cs+].[Cs+]. (3) The reactants are: [CH3:1][O:2][C:3](=[O:20])[CH2:4][CH2:5][CH2:6][N:7]1[CH2:12][CH2:11][N:10]([C:13]2[CH:18]=[CH:17][C:16]([NH2:19])=[CH:15][CH:14]=2)[CH2:9][CH2:8]1.I[C:22]1[CH:27]=[CH:26][CH:25]=[CH:24][CH:23]=1.P(C(C)(C)C)(C(C)(C)C)C(C)(C)C.O(C(C)(C)C)[Na]. Given the product [CH3:1][O:2][C:3](=[O:20])[CH2:4][CH2:5][CH2:6][N:7]1[CH2:12][CH2:11][N:10]([C:13]2[CH:14]=[CH:15][C:16]([NH:19][C:22]3[CH:27]=[CH:26][CH:25]=[CH:24][CH:23]=3)=[CH:17][CH:18]=2)[CH2:9][CH2:8]1, predict the reactants needed to synthesize it. (4) Given the product [CH2:31]([N:30]([CH2:33][CH3:34])[C:28]([CH2:27][O:18][C:17]([C:9]1[NH:10][C:11]2[C:16]([C:8]=1[NH:7][C:4]1[CH:5]=[CH:6][N:1]=[CH:2][CH:3]=1)=[CH:15][CH:14]=[CH:13][CH:12]=2)=[O:19])=[O:29])[CH3:32], predict the reactants needed to synthesize it. The reactants are: [N:1]1[CH:6]=[CH:5][C:4]([NH:7][C:8]2[C:16]3[C:11](=[CH:12][CH:13]=[CH:14][CH:15]=3)[NH:10][C:9]=2[C:17]([OH:19])=[O:18])=[CH:3][CH:2]=1.C([O-])([O-])=O.[Cs+].[Cs+].Cl[CH2:27][C:28]([N:30]([CH2:33][CH3:34])[CH2:31][CH3:32])=[O:29].CCOC(C)=O. (5) Given the product [CH3:1][C:2]1[CH:6]=[C:5]([CH2:7][C:8]([O:10][CH2:11][CH3:12])=[O:9])[O:4][N:3]=1, predict the reactants needed to synthesize it. The reactants are: [CH3:1][C:2]1[CH:6]=[C:5]([CH2:7][C:8]([OH:10])=[O:9])[O:4][N:3]=1.[CH3:11][CH2:12]O.OS(O)(=O)=O. (6) Given the product [Cl:1][C:2]1[CH:7]=[C:6]([CH:8]2[CH2:9][CH2:10]2)[CH:5]=[C:4]([CH3:11])[C:3]=1[N:12]=[C:18]=[S:19], predict the reactants needed to synthesize it. The reactants are: [Cl:1][C:2]1[CH:7]=[C:6]([CH:8]2[CH2:10][CH2:9]2)[CH:5]=[C:4]([CH3:11])[C:3]=1[NH2:12].C(=O)(O)[O-].[Na+].[C:18](Cl)(Cl)=[S:19].